From a dataset of Reaction yield outcomes from USPTO patents with 853,638 reactions. Predict the reaction yield, written as a fraction of the theoretical maximum amount of product (1.0 means a 100% yield; for example, 0.34 means a 34% yield). (1) The reactants are C([O:8][C:9]([NH:11][C@H:12]([CH2:23][S:24](=[O:47])(=[O:46])[N:25]([CH2:36][CH2:37][NH:38][C:39]([O:41][C:42]([CH3:45])([CH3:44])[CH3:43])=[O:40])[CH2:26][CH2:27][NH:28][C:29]([O:31][C:32]([CH3:35])([CH3:34])[CH3:33])=[O:30])[C:13]([O:15]CC1C=CC=CC=1)=[O:14])=[O:10])C1C=CC=CC=1.C(OC(O[C:51]([CH3:54])([CH3:53])[CH3:52])=O)(O[C:51]([CH3:54])([CH3:53])[CH3:52])=O. The catalyst is CCOC(C)=O.[Pd]. The product is [C:42]([O:41][C:39]([NH:38][CH2:37][CH2:36][N:25]([CH2:26][CH2:27][NH:28][C:29]([O:31][C:32]([CH3:33])([CH3:34])[CH3:35])=[O:30])[S:24]([CH2:23][C@@H:12]([NH:11][C:9]([O:8][C:51]([CH3:54])([CH3:53])[CH3:52])=[O:10])[C:13]([OH:15])=[O:14])(=[O:47])=[O:46])=[O:40])([CH3:43])([CH3:44])[CH3:45]. The yield is 0.844. (2) The reactants are Cl.[C:2]1([CH2:8][C:9]([OH:11])=O)[CH:7]=[CH:6][CH:5]=[CH:4][CH:3]=1.[CH2:12]([C@H:19]1[CH2:23][NH:22][C@H:21]([C:24]([NH:26][C:27]2[CH:32]=[CH:31][C:30]([O:33][C:34]3[CH:39]=[CH:38][C:37]([F:40])=[CH:36][CH:35]=3)=[CH:29][CH:28]=2)=[O:25])[CH2:20]1)[C:13]1[CH:18]=[CH:17][CH:16]=[CH:15][CH:14]=1. No catalyst specified. The product is [CH2:12]([C@H:19]1[CH2:23][N:22]([C:9](=[O:11])[CH2:8][C:2]2[CH:3]=[CH:4][CH:5]=[CH:6][CH:7]=2)[C@H:21]([C:24]([NH:26][C:27]2[CH:32]=[CH:31][C:30]([O:33][C:34]3[CH:35]=[CH:36][C:37]([F:40])=[CH:38][CH:39]=3)=[CH:29][CH:28]=2)=[O:25])[CH2:20]1)[C:13]1[CH:14]=[CH:15][CH:16]=[CH:17][CH:18]=1. The yield is 0.439. (3) The yield is 0.280. The reactants are [Br-].[Br:2][C:3]1[CH:4]=[C:5]([CH2:9][P+](C2C=CC=CC=2)(C2C=CC=CC=2)C2C=CC=CC=2)[CH:6]=[CH:7][CH:8]=1.[H-].[Na+].O=[C:32]1[CH2:37][CH2:36][N:35]([C:38]([O:40][C:41]([CH3:44])([CH3:43])[CH3:42])=[O:39])[CH2:34][CH2:33]1. The catalyst is CN(C=O)C.CCOCC. The product is [Br:2][C:3]1[CH:4]=[C:5]([CH:9]=[C:32]2[CH2:37][CH2:36][N:35]([C:38]([O:40][C:41]([CH3:44])([CH3:43])[CH3:42])=[O:39])[CH2:34][CH2:33]2)[CH:6]=[CH:7][CH:8]=1. (4) The reactants are [CH3:1][O:2][C:3]1[CH:4]=[C:5]2[C:10](=[CH:11][C:12]=1[O:13][CH3:14])[N:9]=[CH:8][N:7]=[C:6]2[O:15][C:16]1[CH:22]=[CH:21][C:19]([NH2:20])=[CH:18][CH:17]=1.Cl[C:24](Cl)([O:26][C:27](=[O:33])OC(Cl)(Cl)Cl)Cl.[CH:35]1(O)[CH2:41][CH2:40]C[CH2:38][CH2:37][CH2:36]1.C(=O)(O)[O-].[Na+]. The catalyst is C(Cl)Cl.C(N(CC)CC)C.C1(C)C=CC=CC=1. The product is [CH3:1][O:2][C:3]1[CH:4]=[C:5]2[C:10](=[CH:11][C:12]=1[O:13][CH3:14])[N:9]=[CH:8][N:7]=[C:6]2[O:15][C:16]1[CH:22]=[CH:21][C:19]([NH:20][C:27](=[O:33])[O:26][CH:24]2[CH2:38][CH2:37][CH2:36][CH2:35][CH2:41][CH2:40]2)=[CH:18][CH:17]=1. The yield is 0.720.